This data is from Full USPTO retrosynthesis dataset with 1.9M reactions from patents (1976-2016). The task is: Predict the reactants needed to synthesize the given product. (1) Given the product [I-:9].[C:27]1([P+:20]([C:14]2[CH:15]=[CH:16][CH:17]=[CH:18][CH:19]=2)([C:21]2[CH:26]=[CH:25][CH:24]=[CH:23][CH:22]=2)[CH2:8][CH2:7][CH2:6][C:5]#[C:4][Si:3]([CH3:1])([CH3:10])[CH3:12])[CH:28]=[CH:29][CH:30]=[CH:31][CH:32]=1, predict the reactants needed to synthesize it. The reactants are: [CH2:1]([Si:3]([CH2:12]C)([CH2:10]C)[C:4]#[C:5][CH2:6][CH2:7][CH2:8][I:9])C.[C:14]1([P:20]([C:27]2[CH:32]=[CH:31][CH:30]=[CH:29][CH:28]=2)[C:21]2[CH:26]=[CH:25][CH:24]=[CH:23][CH:22]=2)[CH:19]=[CH:18][CH:17]=[CH:16][CH:15]=1.C(OCC)C. (2) Given the product [CH3:13][N:8]([CH2:9][C:10](=[O:12])[NH:28][CH2:29][C:30]1[CH:35]=[C:34]([C:36]2[CH:37]=[CH:38][C:39]([C:42]([F:45])([F:44])[F:43])=[CH:40][CH:41]=2)[N:33]=[CH:32][N:31]=1)[C:6](=[O:7])[O:5][C:1]([CH3:2])([CH3:3])[CH3:4], predict the reactants needed to synthesize it. The reactants are: [C:1]([O:5][C:6]([N:8]([CH3:13])[CH2:9][C:10]([OH:12])=O)=[O:7])([CH3:4])([CH3:3])[CH3:2].FC1C=CC(S(N(C)CC([NH:28][CH2:29][C:30]2[CH:35]=[C:34]([C:36]3[CH:41]=[CH:40][C:39]([C:42]([F:45])([F:44])[F:43])=[CH:38][CH:37]=3)[N:33]=[CH:32][N:31]=2)=O)(=O)=O)=CC=1.O.ON1C2C=CC=CC=2N=N1.C(N(CC)C(C)C)(C)C.CN(C(ON1N=NC2C=CC=CC1=2)=[N+](C)C)C.F[P-](F)(F)(F)(F)F. (3) Given the product [O:1]=[C:2]1[N:6]([CH2:7][C:8]([NH:21][C:22]2[CH:23]=[C:24]3[CH2:39][C:29]4([C:37]5[C:32](=[N:33][CH:34]=[CH:35][CH:36]=5)[NH:31][C:30]4=[O:38])[CH2:28][C:25]3=[N:26][CH:27]=2)=[O:10])[C:5]2[CH:11]=[CH:12][CH:13]=[CH:14][C:4]=2[N:3]1[C:15]1[CH:20]=[CH:19][CH:18]=[CH:17][N:16]=1, predict the reactants needed to synthesize it. The reactants are: [O:1]=[C:2]1[N:6]([CH2:7][C:8]([OH:10])=O)[C:5]2[CH:11]=[CH:12][CH:13]=[CH:14][C:4]=2[N:3]1[C:15]1[CH:20]=[CH:19][CH:18]=[CH:17][N:16]=1.[NH2:21][C:22]1[CH:23]=[C:24]2[CH2:39][C:29]3([C:37]4[C:32](=[N:33][CH:34]=[CH:35][CH:36]=4)[NH:31][C:30]3=[O:38])[CH2:28][C:25]2=[N:26][CH:27]=1.C1CN(C(Cl)=[N+]2CCCC2)CC1.F[P-](F)(F)(F)(F)F.C(N(CC)C(C)C)(C)C. (4) The reactants are: Br[C:2]1[S:6][C:5]([CH2:7][CH:8]([NH:10][C:11]([C:13]2[C:14]([CH:19]([F:21])[F:20])=[N:15][N:16]([CH3:18])[CH:17]=2)=[O:12])[CH3:9])=[C:4]([Cl:22])[CH:3]=1.[CH:23]1([C:26]#[CH:27])[CH2:25][CH2:24]1.C(N(CC)CC)C.C(OC(=O)C)C. Given the product [Cl:22][C:4]1[CH:3]=[C:2]([C:27]#[C:26][CH:23]2[CH2:25][CH2:24]2)[S:6][C:5]=1[CH2:7][CH:8]([NH:10][C:11]([C:13]1[C:14]([CH:19]([F:21])[F:20])=[N:15][N:16]([CH3:18])[CH:17]=1)=[O:12])[CH3:9], predict the reactants needed to synthesize it.